From a dataset of NCI-60 drug combinations with 297,098 pairs across 59 cell lines. Regression. Given two drug SMILES strings and cell line genomic features, predict the synergy score measuring deviation from expected non-interaction effect. (1) Drug 1: CC1=C(C=C(C=C1)C(=O)NC2=CC(=CC(=C2)C(F)(F)F)N3C=C(N=C3)C)NC4=NC=CC(=N4)C5=CN=CC=C5. Drug 2: C1=CN(C=N1)CC(O)(P(=O)(O)O)P(=O)(O)O. Cell line: M14. Synergy scores: CSS=4.37, Synergy_ZIP=4.56, Synergy_Bliss=-1.14, Synergy_Loewe=3.24, Synergy_HSA=-2.36. (2) Drug 1: CNC(=O)C1=CC=CC=C1SC2=CC3=C(C=C2)C(=NN3)C=CC4=CC=CC=N4. Drug 2: CCC1(CC2CC(C3=C(CCN(C2)C1)C4=CC=CC=C4N3)(C5=C(C=C6C(=C5)C78CCN9C7C(C=CC9)(C(C(C8N6C)(C(=O)OC)O)OC(=O)C)CC)OC)C(=O)OC)O.OS(=O)(=O)O. Cell line: U251. Synergy scores: CSS=56.8, Synergy_ZIP=-3.18, Synergy_Bliss=0.763, Synergy_Loewe=1.67, Synergy_HSA=1.93.